From a dataset of Forward reaction prediction with 1.9M reactions from USPTO patents (1976-2016). Predict the product of the given reaction. (1) Given the reactants [N:1]1([CH:10]([C:17]2[CH:22]=[CH:21][C:20]([O:23][CH3:24])=[CH:19][CH:18]=2)[CH:11]([OH:16])[C:12]([O:14][CH3:15])=[O:13])[C:9]2[C:4](=[CH:5][CH:6]=[CH:7][CH:8]=2)[CH2:3][CH2:2]1.ClC1C(=O)C(C#N)=C(C#N)C(=O)C=1Cl, predict the reaction product. The product is: [OH:16][CH:11]([CH:10]([N:1]1[C:9]2[C:4](=[CH:5][CH:6]=[CH:7][CH:8]=2)[CH:3]=[CH:2]1)[C:17]1[CH:18]=[CH:19][C:20]([O:23][CH3:24])=[CH:21][CH:22]=1)[C:12]([O:14][CH3:15])=[O:13]. (2) Given the reactants [CH:1]1([C:4]2[N:8](C(OC(C)(C)C)=O)[C:7]3[CH:16]=[C:17]([C:35]4[C:36]([CH3:41])=[N:37][O:38][C:39]=4[CH3:40])[CH:18]=[C:19]([C@:20](O)([C:28]4[CH:33]=[CH:32][CH:31]=[CH:30][N:29]=4)[C@H:21]4[CH2:27][CH2:26][C:23]5([CH2:25][CH2:24]5)[O:22]4)[C:6]=3[N:5]=2)[CH2:3][CH2:2]1.CCN(CC)CC.CCN(S(F)(F)[F:55])CC.CCOC(C)=O, predict the reaction product. The product is: [CH:1]1([C:4]2[NH:8][C:7]3[CH:16]=[C:17]([C:35]4[C:36]([CH3:41])=[N:37][O:38][C:39]=4[CH3:40])[CH:18]=[C:19]([C@:20]([F:55])([C:28]4[CH:33]=[CH:32][CH:31]=[CH:30][N:29]=4)[C@H:21]4[CH2:27][CH2:26][C:23]5([CH2:25][CH2:24]5)[O:22]4)[C:6]=3[N:5]=2)[CH2:3][CH2:2]1. (3) Given the reactants [N:1]1([C:7]2[CH:12]=[CH:11][C:10]([C:13]3[N:14]=[C:15](O)[C:16]4[CH:17]=[CH:18][CH:19]=[N:20][C:21]=4[CH:22]=3)=[CH:9][CH:8]=2)[CH2:6][CH2:5][O:4][CH2:3][CH2:2]1.C(N(CC)C1C=CC=CC=1)C.P(Cl)(Cl)([Cl:37])=O, predict the reaction product. The product is: [Cl:37][C:15]1[N:14]=[C:13]([C:10]2[CH:11]=[CH:12][C:7]([N:1]3[CH2:6][CH2:5][O:4][CH2:3][CH2:2]3)=[CH:8][CH:9]=2)[CH:22]=[C:21]2[C:16]=1[CH:17]=[CH:18][CH:19]=[N:20]2. (4) Given the reactants [NH:1]1[CH2:5][CH2:4][CH2:3][C@H:2]1[CH2:6][N:7]1[CH2:12][CH2:11][O:10][CH2:9][CH2:8]1.[CH3:13][C:14]1[NH:15][C:16]2[C:21]([CH:22]=1)=[CH:20][C:19]([NH:23][C:24]1[CH:29]=[CH:28][N:27]=[C:26]3[CH:30]=[C:31]([C:33](O)=[O:34])[S:32][C:25]=13)=[CH:18][CH:17]=2, predict the reaction product. The product is: [CH3:13][C:14]1[NH:15][C:16]2[C:21]([CH:22]=1)=[CH:20][C:19]([NH:23][C:24]1[CH:29]=[CH:28][N:27]=[C:26]3[CH:30]=[C:31]([C:33]([N:1]4[CH2:5][CH2:4][CH2:3][C@H:2]4[CH2:6][N:7]4[CH2:8][CH2:9][O:10][CH2:11][CH2:12]4)=[O:34])[S:32][C:25]=13)=[CH:18][CH:17]=2. (5) Given the reactants CON(C)[C:4]([C:6]1[CH:7]=[C:8]2[C:13](=[CH:14][CH:15]=1)[N:12]=[CH:11][CH:10]=[C:9]2/[CH:16]=[CH:17]/[C:18]1[CH:23]=[CH:22][CH:21]=[CH:20][CH:19]=1)=[O:5].Cl[C:26]1[CH:31]=[CH:30][C:29]([Mg]Br)=[CH:28][CH:27]=1.C1C[O:37][CH2:36]C1, predict the reaction product. The product is: [CH3:36][O:37][C:26]1[CH:31]=[CH:30][C:29]([C:4]([C:6]2[CH:7]=[C:8]3[C:13](=[CH:14][CH:15]=2)[N:12]=[CH:11][CH:10]=[C:9]3/[CH:16]=[CH:17]/[C:18]2[CH:23]=[CH:22][CH:21]=[CH:20][CH:19]=2)=[O:5])=[CH:28][CH:27]=1. (6) Given the reactants [CH3:1][NH:2][CH2:3][CH2:4][CH2:5][CH2:6][CH2:7][CH2:8][CH2:9][CH2:10][CH2:11][N:12]1[CH2:17][CH2:16][CH:15]([O:18][C:19](=[O:33])[NH:20][C:21]2[CH:26]=[CH:25][CH:24]=[CH:23][C:22]=2[C:27]2[CH:32]=[CH:31][CH:30]=[CH:29][CH:28]=2)[CH2:14][CH2:13]1.C1(N)C(F)=C(F)C(F)=C(N)C=1F.Cl.Cl.[F:48][C:49]1[C:50]([OH:59])=[C:51]([CH:55]=[CH:56][C:57]=1[F:58])[C:52]([OH:54])=O, predict the reaction product. The product is: [F:48][C:49]1[C:50]([OH:59])=[C:51]([CH:55]=[CH:56][C:57]=1[F:58])[C:52]([N:2]([CH3:1])[CH2:3][CH2:4][CH2:5][CH2:6][CH2:7][CH2:8][CH2:9][CH2:10][CH2:11][N:12]1[CH2:13][CH2:14][CH:15]([O:18][C:19](=[O:33])[NH:20][C:21]2[CH:26]=[CH:25][CH:24]=[CH:23][C:22]=2[C:27]2[CH:28]=[CH:29][CH:30]=[CH:31][CH:32]=2)[CH2:16][CH2:17]1)=[O:54]. (7) Given the reactants Br[C:2]1[CH:3]=[C:4]([CH2:12][CH2:13][CH2:14][CH2:15][O:16][Si:17]([C:20]([CH3:23])([CH3:22])[CH3:21])([CH3:19])[CH3:18])[N:5]2[C:10]=1[C:9]([NH2:11])=[N:8][CH:7]=[N:6]2.[CH2:24]([N:31]1[CH:39]=[C:38]2[C:33]([CH:34]=[C:35](B3OC(C)(C)C(C)(C)O3)[CH:36]=[CH:37]2)=[N:32]1)[C:25]1[CH:30]=[CH:29][CH:28]=[CH:27][CH:26]=1.C([O-])([O-])=O.[Na+].[Na+], predict the reaction product. The product is: [CH2:24]([N:31]1[CH:39]=[C:38]2[C:33]([CH:34]=[C:35]([C:2]3[CH:3]=[C:4]([CH2:12][CH2:13][CH2:14][CH2:15][O:16][Si:17]([C:20]([CH3:23])([CH3:22])[CH3:21])([CH3:19])[CH3:18])[N:5]4[C:10]=3[C:9]([NH2:11])=[N:8][CH:7]=[N:6]4)[CH:36]=[CH:37]2)=[N:32]1)[C:25]1[CH:30]=[CH:29][CH:28]=[CH:27][CH:26]=1. (8) Given the reactants [Cl:1][C:2]1[C:3]([F:12])=[CH:4][C:5]([N+:9]([O-:11])=[O:10])=[C:6]([CH:8]=1)[NH2:7].O[CH2:14][CH:15]([CH2:17]O)O.[Na+].[N+](C1C=C(S([O-])(=O)=O)C=CC=1)([O-])=O.OS(O)(=O)=O.O, predict the reaction product. The product is: [Cl:1][C:2]1[C:3]([F:12])=[CH:4][C:5]([N+:9]([O-:11])=[O:10])=[C:6]2[C:8]=1[CH:14]=[CH:15][CH:17]=[N:7]2. (9) Given the reactants [F:1][C:2]1[C:3]([N:14]=P(C2C=CC=CC=2)(C2C=CC=CC=2)C2C=CC=CC=2)=[C:4](/[CH:8]=[CH:9]/[C:10]([O:12][CH3:13])=[O:11])[CH:5]=[CH:6][CH:7]=1.[CH3:34][O:35][C:36]1[CH:41]=[CH:40][C:39]([CH3:42])=[CH:38][C:37]=1[N:43]=[C:44]=O.[F:46][C:47]1[CH:52]=[CH:51][C:50]([N:53]2[CH2:58][CH2:57][NH:56][CH2:55][CH2:54]2)=[CH:49][C:48]=1[CH3:59], predict the reaction product. The product is: [F:1][C:2]1[CH:7]=[CH:6][CH:5]=[C:4]2[C:3]=1[N:14]=[C:44]([N:56]1[CH2:55][CH2:54][N:53]([C:50]3[CH:51]=[CH:52][C:47]([F:46])=[C:48]([CH3:59])[CH:49]=3)[CH2:58][CH2:57]1)[N:43]([C:37]1[C:36]([O:35][CH3:34])=[CH:41][CH:40]=[C:39]([CH3:42])[CH:38]=1)[CH:8]2[CH2:9][C:10]([O:12][CH3:13])=[O:11]. (10) Given the reactants C[O:2][C:3]1[C:8]([CH2:9][N:10]2[CH2:15][CH2:14][CH:13]([CH2:16][C:17](=[O:23])[C:18]3[S:19][CH:20]=[CH:21][CH:22]=3)[CH2:12][CH2:11]2)=[CH:7][CH:6]=[CH:5][N:4]=1.S(Cl)(Cl)=O, predict the reaction product. The product is: [O:2]=[C:3]1[C:8]([CH2:9][N:10]2[CH2:15][CH2:14][CH:13]([CH2:16][C:17](=[O:23])[C:18]3[S:19][CH:20]=[CH:21][CH:22]=3)[CH2:12][CH2:11]2)=[CH:7][CH:6]=[CH:5][NH:4]1.